This data is from Reaction yield outcomes from USPTO patents with 853,638 reactions. The task is: Predict the reaction yield, written as a fraction of the theoretical maximum amount of product (1.0 means a 100% yield; for example, 0.34 means a 34% yield). (1) The reactants are [CH3:1][N:2]([CH3:22])[C@@H:3]1[CH2:7][CH2:6][N:5]([CH2:8][C:9]2[CH:14]=[CH:13][C:12]([N+:15]([O-])=O)=[CH:11][C:10]=2[C:18]([F:21])([F:20])[F:19])[CH2:4]1. The catalyst is CCO.[Pd]. The product is [NH2:15][C:12]1[CH:13]=[CH:14][C:9]([CH2:8][N:5]2[CH2:6][CH2:7][C@@H:3]([N:2]([CH3:22])[CH3:1])[CH2:4]2)=[C:10]([C:18]([F:21])([F:19])[F:20])[CH:11]=1. The yield is 1.00. (2) The reactants are Cl.[NH2:2][C:3]1[N:7]([CH2:8][C:9]([OH:11])=O)[N:6]=[C:5]([C:12]([F:15])([F:14])[F:13])[N:4]=1.[CH2:16]([C@H:23]1[CH2:27][NH:26][C@H:25]([C:28]([NH:30][C:31]2[CH:36]=[CH:35][C:34]([O:37][C:38]3[CH:43]=[CH:42][C:41]([F:44])=[CH:40][CH:39]=3)=[CH:33][CH:32]=2)=[O:29])[CH2:24]1)[C:17]1[CH:22]=[CH:21][CH:20]=[CH:19][CH:18]=1. No catalyst specified. The product is [NH2:2][C:3]1[N:7]([CH2:8][C:9]([N:26]2[CH2:27][C@H:23]([CH2:16][C:17]3[CH:22]=[CH:21][CH:20]=[CH:19][CH:18]=3)[CH2:24][C@H:25]2[C:28]([NH:30][C:31]2[CH:36]=[CH:35][C:34]([O:37][C:38]3[CH:43]=[CH:42][C:41]([F:44])=[CH:40][CH:39]=3)=[CH:33][CH:32]=2)=[O:29])=[O:11])[N:6]=[C:5]([C:12]([F:15])([F:14])[F:13])[N:4]=1. The yield is 0.510. (3) The reactants are [CH2:1]([NH:3][C:4]([C:6]1[S:7][CH:8]=[CH:9][C:10]=1[CH3:11])=[O:5])[CH3:2].[Br:12]N1C(=O)CCC1=O. No catalyst specified. The product is [Br:12][C:8]1[S:7][C:6]([C:4]([NH:3][CH2:1][CH3:2])=[O:5])=[C:10]([CH3:11])[CH:9]=1. The yield is 0.920. (4) The product is [Si:34]([O:20][CH2:19][C:17]1[CH:16]=[C:15]([CH2:21][OH:22])[CH:14]=[C:13]([O:12][C:3]2[C:2]([Cl:1])=[CH:7][C:6]([C:8]([F:11])([F:9])[F:10])=[CH:5][N:4]=2)[CH:18]=1)([C:30]([CH3:33])([CH3:32])[CH3:31])([C:41]1[CH:42]=[CH:43][CH:44]=[CH:45][CH:46]=1)[C:35]1[CH:40]=[CH:39][CH:38]=[CH:37][CH:36]=1. The yield is 0.410. The catalyst is CN(C)C1C=CN=CC=1.ClCCl. The reactants are [Cl:1][C:2]1[C:3]([O:12][C:13]2[CH:14]=[C:15]([CH2:21][OH:22])[CH:16]=[C:17]([CH2:19][OH:20])[CH:18]=2)=[N:4][CH:5]=[C:6]([C:8]([F:11])([F:10])[F:9])[CH:7]=1.C(N(CC)CC)C.[C:30]([Si:34](Cl)([C:41]1[CH:46]=[CH:45][CH:44]=[CH:43][CH:42]=1)[C:35]1[CH:40]=[CH:39][CH:38]=[CH:37][CH:36]=1)([CH3:33])([CH3:32])[CH3:31].C(=O)([O-])O.[Na+].